This data is from Full USPTO retrosynthesis dataset with 1.9M reactions from patents (1976-2016). The task is: Predict the reactants needed to synthesize the given product. (1) Given the product [CH:32]([C:31]1[C:27]([O:26][CH2:2][C:3]2[CH:4]=[CH:5][C:6]([O:13][CH2:14][C:15]3[N:16]=[C:17]([C:21]4[O:22][CH:23]=[CH:24][CH:25]=4)[O:18][C:19]=3[CH3:20])=[C:7]([CH:12]=2)[C:8]([O:10][CH3:11])=[O:9])=[N:28][N:29]([C:34]2[CH:39]=[CH:38][CH:37]=[CH:36][CH:35]=2)[CH:30]=1)=[O:33], predict the reactants needed to synthesize it. The reactants are: Cl[CH2:2][C:3]1[CH:4]=[CH:5][C:6]([O:13][CH2:14][C:15]2[N:16]=[C:17]([C:21]3[O:22][CH:23]=[CH:24][CH:25]=3)[O:18][C:19]=2[CH3:20])=[C:7]([CH:12]=1)[C:8]([O:10][CH3:11])=[O:9].[OH:26][C:27]1[C:31]([CH:32]=[O:33])=[CH:30][N:29]([C:34]2[CH:39]=[CH:38][CH:37]=[CH:36][CH:35]=2)[N:28]=1.CN(C)C=O.[H-].[Na+]. (2) Given the product [CH:24]1([N:7]([C@H:1]2[CH2:2][CH2:3][C@H:4]([CH3:44])[CH2:5][CH2:6]2)[C:8](=[O:23])[NH:9][C:10]2[S:11][C:12]([S:15]([N:18]3[CH2:35][CH2:30][CH2:31][C@@H:19]3[C:20]([OH:22])=[O:21])(=[O:16])=[O:17])=[CH:13][N:14]=2)[CH2:29][CH2:28][CH2:27][CH2:26][CH2:25]1, predict the reactants needed to synthesize it. The reactants are: [CH:1]1([N:7]([CH:24]2[CH2:29][CH2:28][CH2:27][CH2:26][CH2:25]2)[C:8](=[O:23])[NH:9][C:10]2[S:11][C:12]([S:15]([NH:18][CH2:19][C:20]([OH:22])=[O:21])(=[O:17])=[O:16])=[CH:13][N:14]=2)[CH2:6][CH2:5][CH2:4][CH2:3][CH2:2]1.[CH:30]1(N[C@H]2CC[C@H](C)CC2)[CH2:35]CCC[CH2:31]1.[CH3:44]OC([C@H]1CCCN1S(C1SC(N)=NC=1)(=O)=O)=O. (3) Given the product [Cl:22][C:12]1[CH:13]=[C:14]2[C:9](=[CH:10][CH:11]=1)[N:8]=[C:7]([O:23][CH:24]([CH3:26])[CH3:25])[C:6]([C:4]([OH:5])=[O:3])=[C:15]2[C:16]1[CH:17]=[CH:18][CH:19]=[CH:20][CH:21]=1, predict the reactants needed to synthesize it. The reactants are: C([O:3][C:4]([C:6]1[C:7]([O:23][CH:24]([CH3:26])[CH3:25])=[N:8][C:9]2[C:14]([C:15]=1[C:16]1[CH:21]=[CH:20][CH:19]=[CH:18][CH:17]=1)=[CH:13][C:12]([Cl:22])=[CH:11][CH:10]=2)=[O:5])C.[OH-].[Na+]. (4) The reactants are: Br[C:2]1[CH:7]=[CH:6][CH:5]=[C:4]([Br:8])[N:3]=1.[C:9]([O:13][C:14](=[O:22])[NH:15][CH:16]1[CH2:21][CH2:20][NH:19][CH2:18][CH2:17]1)([CH3:12])([CH3:11])[CH3:10]. Given the product [C:9]([O:13][C:14](=[O:22])[NH:15][CH:16]1[CH2:21][CH2:20][N:19]([C:2]2[CH:7]=[CH:6][CH:5]=[C:4]([Br:8])[N:3]=2)[CH2:18][CH2:17]1)([CH3:12])([CH3:10])[CH3:11], predict the reactants needed to synthesize it. (5) Given the product [Cl:36][C:37]1[CH:38]=[C:39]([NH:43][C:23]([NH:22][C@@H:17]2[CH2:18][CH2:19][CH2:20][CH2:21][C@H:16]2[NH:15][C@H:11]2[CH2:12][CH2:13][CH2:14][N:9]([C:6]3[CH:5]=[CH:4][C:3]([C:1]#[N:2])=[CH:8][CH:7]=3)[CH2:10]2)=[O:35])[CH:40]=[CH:41][CH:42]=1, predict the reactants needed to synthesize it. The reactants are: [C:1]([C:3]1[CH:8]=[CH:7][C:6]([N:9]2[CH2:14][CH2:13][CH2:12][C@H:11]([NH:15][C@@H:16]3[CH2:21][CH2:20][CH2:19][CH2:18][C@H:17]3[NH:22][C:23](=[O:35])CC3C4C(=CC=CC=4)N(C)C=3)[CH2:10]2)=[CH:5][CH:4]=1)#[N:2].[Cl:36][C:37]1[CH:42]=[CH:41][CH:40]=[C:39]([N:43]=C=O)[CH:38]=1. (6) Given the product [Si:1]([O:8][CH2:9][CH2:10][N:11]([C:38]#[N:37])[C:12]1[CH:13]=[CH:14][C:15]([NH:18][C:19](=[O:36])[C:20]2[CH:25]=[CH:24][N:23]=[CH:22][C:21]=2[NH:26][C:27](=[O:35])[C:28]2[CH:33]=[CH:32][C:31]([Cl:34])=[CH:30][CH:29]=2)=[CH:16][CH:17]=1)([C:4]([CH3:7])([CH3:6])[CH3:5])([CH3:3])[CH3:2], predict the reactants needed to synthesize it. The reactants are: [Si:1]([O:8][CH2:9][CH2:10][NH:11][C:12]1[CH:17]=[CH:16][C:15]([NH:18][C:19](=[O:36])[C:20]2[CH:25]=[CH:24][N:23]=[CH:22][C:21]=2[NH:26][C:27](=[O:35])[C:28]2[CH:33]=[CH:32][C:31]([Cl:34])=[CH:30][CH:29]=2)=[CH:14][CH:13]=1)([C:4]([CH3:7])([CH3:6])[CH3:5])([CH3:3])[CH3:2].[N:37]#[C:38]Br.C(=O)(O)[O-].[Na+].